From a dataset of Forward reaction prediction with 1.9M reactions from USPTO patents (1976-2016). Predict the product of the given reaction. (1) Given the reactants [C:1]([C:4]1[C:5](=[O:15])[O:6][C:7]2[CH:14]=[CH:13][CH:12]=[CH:11][C:8]=2[C:9]=1[OH:10])(=[O:3])[CH3:2].[CH3:16][O:17][CH2:18][C:19]([NH:21][C:22]1[CH:23]=[C:24]([CH:27]=[CH:28][CH:29]=1)[CH:25]=O)=[O:20].N1CCCCC1.O, predict the reaction product. The product is: [OH:10][C:9]1[C:8]2[CH:11]=[CH:12][CH:13]=[CH:14][C:7]=2[O:6][C:5](=[O:15])[C:4]=1[C:1](=[O:3])[CH:2]=[CH:25][C:24]1[CH:27]=[CH:28][CH:29]=[C:22]([NH:21][C:19](=[O:20])[CH2:18][O:17][CH3:16])[CH:23]=1. (2) Given the reactants [NH2:1][N:2]1[C:11](=[O:12])[C:10]2[C:5](=[C:6]([CH3:15])[C:7](F)=[C:8]([F:13])[CH:9]=2)[N:4]([CH:16]2[CH2:18][CH2:17]2)[C:3]1=[O:19].[C:20]([O:24][C:25](=[O:34])[NH:26][C@H:27]([C@H:29]1[CH2:33][CH2:32][NH:31][CH2:30]1)[CH3:28])([CH3:23])([CH3:22])[CH3:21].C(N(CC)CC)C.N1CCCC1, predict the reaction product. The product is: [C:20]([O:24][C:25](=[O:34])[NH:26][C@H:27]([C@H:29]1[CH2:33][CH2:32][N:31]([C:7]2[C:6]([CH3:15])=[C:5]3[C:10]([C:11](=[O:12])[N:2]([NH2:1])[C:3](=[O:19])[N:4]3[CH:16]3[CH2:18][CH2:17]3)=[CH:9][C:8]=2[F:13])[CH2:30]1)[CH3:28])([CH3:21])([CH3:22])[CH3:23]. (3) The product is: [C:47]([O:45][C:42](=[O:43])[NH:15][CH2:38][CH2:37][C:34]1[CH:35]=[CH:36][N:32]([C:29]2[CH:28]=[CH:27][C:26]([F:25])=[CH:31][N:30]=2)[N:33]=1)([CH3:50])([CH3:49])[CH3:48]. Given the reactants C1(P([N:15]=[N+]=[N-])(C2C=CC=CC=2)=O)C=CC=CC=1.CCN(CC)CC.[F:25][C:26]1[CH:27]=[CH:28][C:29]([N:32]2[CH:36]=[CH:35][C:34]([CH2:37][CH2:38]C(O)=O)=[N:33]2)=[N:30][CH:31]=1.[C:42]([O-:45])(O)=[O:43].[Na+].[C:47](O)([CH3:50])([CH3:49])[CH3:48], predict the reaction product. (4) Given the reactants C([O:8][C:9]1[CH:18]=[CH:17][C:16]2[C:11](=[N:12][C:13]([O:19][CH2:20][CH2:21][N:22]3[CH2:27][CH2:26][N:25]([C:28]4[CH:33]=[CH:32][CH:31]=[C:30]([Cl:34])[C:29]=4[Cl:35])[CH2:24][CH2:23]3)=[CH:14][CH:15]=2)[N:10]=1)C1C=CC=CC=1, predict the reaction product. The product is: [Cl:35][C:29]1[C:30]([Cl:34])=[CH:31][CH:32]=[CH:33][C:28]=1[N:25]1[CH2:24][CH2:23][N:22]([CH2:21][CH2:20][O:19][C:13]2[N:12]=[C:11]3[C:16]([CH:17]=[CH:18][C:9](=[O:8])[NH:10]3)=[CH:15][CH:14]=2)[CH2:27][CH2:26]1. (5) Given the reactants [NH2:1][CH2:2][CH2:3][C:4]1[N:5]([CH:27]([C:34]2[CH:39]=[CH:38][CH:37]=[CH:36][CH:35]=2)[C:28]2[CH:33]=[CH:32][CH:31]=[CH:30][CH:29]=2)[C:6]2[C:11]([C:12]=1[CH2:13][CH2:14][O:15][C:16]1[CH:25]=[CH:24][C:19]([C:20]([O:22]C)=[O:21])=[CH:18][CH:17]=1)=[CH:10][C:9]([Cl:26])=[CH:8][CH:7]=2.C([O-])(O)=O.[Na+].[C:45]1([CH2:51][S:52](Cl)(=[O:54])=[O:53])[CH:50]=[CH:49][CH:48]=[CH:47][CH:46]=1, predict the reaction product. The product is: [CH:27]([N:5]1[C:6]2[C:11](=[CH:10][C:9]([Cl:26])=[CH:8][CH:7]=2)[C:12]([CH2:13][CH2:14][O:15][C:16]2[CH:17]=[CH:18][C:19]([C:20]([OH:22])=[O:21])=[CH:24][CH:25]=2)=[C:4]1[CH2:3][CH2:2][NH:1][S:52]([CH2:51][C:45]1[CH:50]=[CH:49][CH:48]=[CH:47][CH:46]=1)(=[O:54])=[O:53])([C:34]1[CH:35]=[CH:36][CH:37]=[CH:38][CH:39]=1)[C:28]1[CH:29]=[CH:30][CH:31]=[CH:32][CH:33]=1. (6) Given the reactants [CH3:1][S:2](Cl)(=[O:4])=[O:3].[C:6]([C:10]1[CH:14]=[C:13]([NH:15][C:16]([NH:18][C@@H:19]2[C:28]3[C:23](=[CH:24][CH:25]=[CH:26][CH:27]=3)[C@H:22]([O:29][C:30]3[CH:31]=[CH:32][C:33]4[N:34]([C:36]([N:39]5[C@H:44]([CH3:45])[CH2:43][CH2:42][CH2:41][C@@H:40]5[CH3:46])=[N:37][N:38]=4)[CH:35]=3)[CH2:21][CH2:20]2)=[O:17])[N:12]([C:47]2[CH:51]=[CH:50][N:49]([CH2:52][CH2:53][OH:54])[N:48]=2)[N:11]=1)([CH3:9])([CH3:8])[CH3:7].CCN(C(C)C)C(C)C, predict the reaction product. The product is: [C:6]([C:10]1[CH:14]=[C:13]([NH:15][C:16]([NH:18][C@@H:19]2[C:28]3[C:23](=[CH:24][CH:25]=[CH:26][CH:27]=3)[C@H:22]([O:29][C:30]3[CH:31]=[CH:32][C:33]4[N:34]([C:36]([N:39]5[C@H:44]([CH3:45])[CH2:43][CH2:42][CH2:41][C@@H:40]5[CH3:46])=[N:37][N:38]=4)[CH:35]=3)[CH2:21][CH2:20]2)=[O:17])[N:12]([C:47]2[CH:51]=[CH:50][N:49]([CH2:52][CH2:53][O:54][S:2]([CH3:1])(=[O:4])=[O:3])[N:48]=2)[N:11]=1)([CH3:8])([CH3:9])[CH3:7]. (7) Given the reactants [CH:1]1([CH2:4][O:5][C:6]2[CH:14]=[CH:13][C:9]([C:10]([OH:12])=O)=[C:8]([CH3:15])[CH:7]=2)[CH2:3][CH2:2]1.Cl[C:17]1[C:22]([N+:23]([O-])=O)=[CH:21][N:20]=[C:19]([O:26][CH2:27][C@@H:28]([NH:30][C:31](=[O:33])[CH3:32])[CH3:29])[CH:18]=1, predict the reaction product. The product is: [CH:1]1([CH2:4][O:5][C:6]2[CH:14]=[CH:13][C:9]([C:10]3[O:12][C:17]4[CH:18]=[C:19]([O:26][CH2:27][C@@H:28]([NH:30][C:31](=[O:33])[CH3:32])[CH3:29])[N:20]=[CH:21][C:22]=4[N:23]=3)=[C:8]([CH3:15])[CH:7]=2)[CH2:2][CH2:3]1. (8) Given the reactants [C:1]([O:5][C:6]([N:8]1[CH2:13][CH2:12][N:11]([C:14]2[O:15][C:16]3[C:22](Br)=[CH:21][C:20]([Cl:24])=[CH:19][C:17]=3[N:18]=2)[C@@H:10]([CH3:25])[CH2:9]1)=[O:7])([CH3:4])([CH3:3])[CH3:2].C(=O)([O-])[O-].[Cs+].[Cs+].CC1(C)C2C(=C(P(C3C=CC=CC=3)C3C=CC=CC=3)C=CC=2)OC2C(P(C3C=CC=CC=3)C3C=CC=CC=3)=CC=CC1=2.[NH:74]1[CH2:78][CH2:77][CH2:76][C:75]1=[O:79], predict the reaction product. The product is: [C:1]([O:5][C:6]([N:8]1[CH2:13][CH2:12][N:11]([C:14]2[O:15][C:16]3[C:22]([N:74]4[CH2:78][CH2:77][CH2:76][C:75]4=[O:79])=[CH:21][C:20]([Cl:24])=[CH:19][C:17]=3[N:18]=2)[C@@H:10]([CH3:25])[CH2:9]1)=[O:7])([CH3:4])([CH3:3])[CH3:2].